Dataset: Forward reaction prediction with 1.9M reactions from USPTO patents (1976-2016). Task: Predict the product of the given reaction. (1) The product is: [NH:54]([C:50]1[N:49]=[C:48]([CH3:57])[CH:47]=[C:52]([CH:26]2[CH2:24][CH2:23]2)[N:51]=1)[C:14]1[CH:19]=[CH:18][CH:17]=[CH:16][CH:15]=1. Given the reactants CCOP(S[C:14]1[CH:15]=[CH:16][CH:17]=[CH:18][CH:19]=1)(S[C:14]1[CH:19]=[CH:18][CH:17]=[CH:16][CH:15]=1)=O.C1C=[C:24]([C@H:26]2O[C@@]2(C2C=CC(F)=CC=2)CN2N=CN=C2)[C:23](Cl)=CC=1.CCCC[C:47]1[C:52](=O)[NH:51][C:50]([NH:54]CC)=[N:49][C:48]=1[CH3:57].CCOC1SN=C(C(Cl)(Cl)Cl)N=1, predict the reaction product. (2) Given the reactants [O:1]=[C:2]1[C:7]([C:8]2[CH:17]=[CH:16][C:11]([C:12]([O:14][CH3:15])=[O:13])=[CH:10][CH:9]=2)=[CH:6][CH:5]=[CH:4][NH:3]1.[CH3:18][N:19]1[CH2:24][CH2:23][CH:22](O)[CH2:21][CH2:20]1.C(C=P(C)(C)C)#N, predict the reaction product. The product is: [CH3:18][N:19]1[CH2:24][CH2:23][CH:22]([N:3]2[CH:4]=[CH:5][CH:6]=[C:7]([C:8]3[CH:17]=[CH:16][C:11]([C:12]([O:14][CH3:15])=[O:13])=[CH:10][CH:9]=3)[C:2]2=[O:1])[CH2:21][CH2:20]1. (3) Given the reactants C1(P(C2CCCCC2)C2CCCCC2)CCCCC1.Cl[C:21]1[C:22]([CH2:35][CH3:36])=[C:23]([CH2:27][CH2:28][CH2:29][C:30]([O:32][CH2:33][CH3:34])=[O:31])[CH:24]=[CH:25][CH:26]=1.[CH3:37][C:38]1([CH3:54])[C:42]([CH3:44])([CH3:43])[O:41][B:40]([B:40]2[O:41][C:42]([CH3:44])([CH3:43])[C:38]([CH3:54])([CH3:37])[O:39]2)[O:39]1.C([O-])(=O)C.[K+], predict the reaction product. The product is: [CH2:35]([C:22]1[C:21]([B:40]2[O:41][C:42]([CH3:44])([CH3:43])[C:38]([CH3:54])([CH3:37])[O:39]2)=[CH:26][CH:25]=[CH:24][C:23]=1[CH2:27][CH2:28][CH2:29][C:30]([O:32][CH2:33][CH3:34])=[O:31])[CH3:36]. (4) Given the reactants [SH:1][SiH3:2].C(OC[C:7]1([CH2:13][O:14][CH:15]=[CH2:16])[CH2:12][CH2:11][CH2:10][CH2:9][CH2:8]1)=C, predict the reaction product. The product is: [SH:1][SiH3:2].[CH2:16]=[CH:15][O:14][CH2:13][CH:7]1[CH2:8][CH2:9][CH:10]([CH2:15][O:14][CH:13]=[CH2:7])[CH2:11][CH2:12]1. (5) Given the reactants [CH:1]1[C:11]2[CH2:10][C:9](=[N:12][OH:13])[C:8]3[CH:14]=[CH:15][CH:16]=[CH:17][C:7]=3[O:6][C:5]=2[CH:4]=[CH:3][CH:2]=1.C([Li])CCC.[C:23](OCC)(=[O:25])[CH3:24].O, predict the reaction product. The product is: [CH3:24][C:23]1([OH:25])[CH:10]2[C:9]([C:8]3[CH:14]=[CH:15][CH:16]=[CH:17][C:7]=3[O:6][C:5]3[CH:4]=[CH:3][CH:2]=[CH:1][C:11]=32)=[N:12][O:13]1. (6) Given the reactants [C:1]([NH2:4])(=[O:3])[CH3:2].C[Si](C)(C)[N-][Si](C)(C)C.[Li+].[Br:15][C:16]1[CH:17]=[CH:18][C:19]2[O:25][CH2:24][CH2:23][N:22]([C:26]3[C:35]4[CH2:34][C:33]([CH3:37])([CH3:36])[CH2:32][CH2:31][C:30]=4[N:29]=[C:28]([CH2:38]Cl)[N:27]=3)[CH2:21][C:20]=2[CH:40]=1, predict the reaction product. The product is: [Br:15][C:16]1[CH:17]=[CH:18][C:19]2[O:25][CH2:24][CH2:23][N:22]([C:26]3[C:35]4[CH2:34][C:33]([CH3:36])([CH3:37])[CH2:32][CH2:31][C:30]=4[N:29]=[C:28]([CH2:38][NH:4][C:1](=[O:3])[CH3:2])[N:27]=3)[CH2:21][C:20]=2[CH:40]=1.